Dataset: Full USPTO retrosynthesis dataset with 1.9M reactions from patents (1976-2016). Task: Predict the reactants needed to synthesize the given product. (1) Given the product [Cl:7][C:8]1[CH:9]=[C:10]([C:16]([F:19])([F:17])[F:18])[N:11]=[CH:12][C:13]=1[CH2:14][C:5]#[N:6], predict the reactants needed to synthesize it. The reactants are: C[Si]([C:5]#[N:6])(C)C.[Cl:7][C:8]1[C:13]([CH2:14]Cl)=[CH:12][N:11]=[C:10]([C:16]([F:19])([F:18])[F:17])[CH:9]=1.[F-].C([N+](CCCC)(CCCC)CCCC)CCC.CCOC(C)=O. (2) Given the product [NH2:1][C:4]1[CH:5]=[C:6]([C:10]2[N:11]=[C:12]([C:15]3[C:16]([NH2:21])=[N:17][CH:18]=[N:19][CH:20]=3)[S:13][CH:14]=2)[CH:7]=[CH:8][CH:9]=1, predict the reactants needed to synthesize it. The reactants are: [N+:1]([C:4]1[CH:5]=[C:6]([C:10]2[N:11]=[C:12]([C:15]3[C:16]([NH2:21])=[N:17][CH:18]=[N:19][CH:20]=3)[S:13][CH:14]=2)[CH:7]=[CH:8][CH:9]=1)([O-])=O.